The task is: Regression. Given two drug SMILES strings and cell line genomic features, predict the synergy score measuring deviation from expected non-interaction effect.. This data is from NCI-60 drug combinations with 297,098 pairs across 59 cell lines. Drug 1: CNC(=O)C1=CC=CC=C1SC2=CC3=C(C=C2)C(=NN3)C=CC4=CC=CC=N4. Drug 2: C1=CC(=CC=C1CC(C(=O)O)N)N(CCCl)CCCl.Cl. Cell line: T-47D. Synergy scores: CSS=17.8, Synergy_ZIP=0.615, Synergy_Bliss=5.30, Synergy_Loewe=1.35, Synergy_HSA=1.85.